Regression. Given two drug SMILES strings and cell line genomic features, predict the synergy score measuring deviation from expected non-interaction effect. From a dataset of Merck oncology drug combination screen with 23,052 pairs across 39 cell lines. (1) Drug 1: CC1CC2C3CCC4=CC(=O)C=CC4(C)C3(F)C(O)CC2(C)C1(O)C(=O)CO. Drug 2: Cn1nnc2c(C(N)=O)ncn2c1=O. Cell line: COLO320DM. Synergy scores: synergy=2.25. (2) Cell line: SW620. Drug 1: N.N.O=C(O)C1(C(=O)O)CCC1.[Pt]. Synergy scores: synergy=-6.38. Drug 2: CCc1cnn2c(NCc3ccc[n+]([O-])c3)cc(N3CCCCC3CCO)nc12. (3) Drug 1: CCC1(O)CC2CN(CCc3c([nH]c4ccccc34)C(C(=O)OC)(c3cc4c(cc3OC)N(C)C3C(O)(C(=O)OC)C(OC(C)=O)C5(CC)C=CCN6CCC43C65)C2)C1. Drug 2: O=C(O)C1(Cc2cccc(Nc3nccs3)n2)CCC(Oc2cccc(Cl)c2F)CC1. Cell line: T47D. Synergy scores: synergy=9.61. (4) Synergy scores: synergy=-1.24. Drug 2: CC1(c2nc3c(C(N)=O)cccc3[nH]2)CCCN1. Drug 1: C#Cc1cccc(Nc2ncnc3cc(OCCOC)c(OCCOC)cc23)c1. Cell line: COLO320DM. (5) Drug 1: CC1CC2C3CCC4=CC(=O)C=CC4(C)C3(F)C(O)CC2(C)C1(O)C(=O)CO. Drug 2: CC(C)CC(NC(=O)C(Cc1ccccc1)NC(=O)c1cnccn1)B(O)O. Cell line: OV90. Synergy scores: synergy=-9.78. (6) Drug 1: N#Cc1ccc(Cn2cncc2CN2CCN(c3cccc(Cl)c3)C(=O)C2)cc1. Drug 2: CCC1=CC2CN(C1)Cc1c([nH]c3ccccc13)C(C(=O)OC)(c1cc3c(cc1OC)N(C)C1C(O)(C(=O)OC)C(OC(C)=O)C4(CC)C=CCN5CCC31C54)C2. Cell line: ES2. Synergy scores: synergy=-3.16.